From a dataset of Reaction yield outcomes from USPTO patents with 853,638 reactions. Predict the reaction yield, written as a fraction of the theoretical maximum amount of product (1.0 means a 100% yield; for example, 0.34 means a 34% yield). (1) The reactants are P([O-])([O-])([O-])=O.C([O-])(O)=O.[Na+].[OH:11][C:12]1[CH:19]=[C:18]([OH:20])[CH:17]=[CH:16][C:13]=1[C:14]#[N:15].O.Cl.N[C@H:24]([C:27]([OH:29])=[O:28])[CH2:25][SH:26]. The catalyst is CO. The product is [OH:11][C:12]1[CH:19]=[C:18]([OH:20])[CH:17]=[CH:16][C:13]=1[C:14]1[S:26][CH2:25][CH:24]([C:27]([OH:29])=[O:28])[N:15]=1. The yield is 0.690. (2) The reactants are [CH:1]1([O:4][C:5]2[CH:6]=[C:7]([C:15]3[N:32]([CH2:33][O:34][CH2:35][CH2:36][Si:37]([CH3:40])([CH3:39])[CH3:38])[C:18]4[CH:19]=[N:20][N:21]([CH2:24][O:25][CH2:26][CH2:27][Si:28]([CH3:31])([CH3:30])[CH3:29])[C:22](=[O:23])[C:17]=4[C:16]=3[CH:41]=[O:42])[CH:8]=[CH:9][C:10]=2[O:11][CH:12]([F:14])[F:13])[CH2:3][CH2:2]1.[CH3:43][CH:44]([CH3:49])[C:45]#[C:46][Mg]Br.C([Mg]Br)C.CC(C)C#C.C([Mg]Br)#C. The catalyst is C1(C)C=CC=CC=1. The product is [CH:1]1([O:4][C:5]2[CH:6]=[C:7]([C:15]3[N:32]([CH2:33][O:34][CH2:35][CH2:36][Si:37]([CH3:40])([CH3:39])[CH3:38])[C:18]4[CH:19]=[N:20][N:21]([CH2:24][O:25][CH2:26][CH2:27][Si:28]([CH3:31])([CH3:29])[CH3:30])[C:22](=[O:23])[C:17]=4[C:16]=3[CH:41]([OH:42])[C:46]#[C:45][CH:44]([CH3:49])[CH3:43])[CH:8]=[CH:9][C:10]=2[O:11][CH:12]([F:13])[F:14])[CH2:2][CH2:3]1. The yield is 0.670. (3) The reactants are [CH3:1][C:2]1[C:10]2[C:9](=[O:11])[NH:8][C:7]([CH2:12][N:13]3[CH2:18][CH2:17][CH2:16][CH2:15][CH2:14]3)=[N:6][C:5]=2[S:4][C:3]=1[C:19]([O:21]CC)=[O:20].Cl. The catalyst is [OH-].[Na+]. The product is [CH3:1][C:2]1[C:10]2[C:9](=[O:11])[NH:8][C:7]([CH2:12][N:13]3[CH2:14][CH2:15][CH2:16][CH2:17][CH2:18]3)=[N:6][C:5]=2[S:4][C:3]=1[C:19]([OH:21])=[O:20]. The yield is 0.920. (4) The reactants are [F:1][C:2]([F:41])([F:40])[C:3]1[CH:4]=[C:5]([C:13]([CH3:39])([CH3:38])[C:14]([N:16]([C:18]2[CH:19]=[N:20][C:21]([N:32]3[CH2:35][CH:34](SC)[CH2:33]3)=[CH:22][C:23]=2[C:24]2[CH:29]=[CH:28][C:27]([F:30])=[CH:26][C:25]=2[CH3:31])[CH3:17])=[O:15])[CH:6]=[C:7]([C:9]([F:12])([F:11])[F:10])[CH:8]=1.Cl[C:43]1C=CC=C(C(OO)=O)C=1.[S:53]([O-:56])(O)=[O:54].[Na+]. The catalyst is ClCCl. The product is [F:40][C:2]([F:1])([F:41])[C:3]1[CH:4]=[C:5]([C:13]([CH3:38])([CH3:39])[C:14]([N:16]([C:18]2[CH:19]=[N:20][C:21]([N:32]3[CH2:33][CH:34]([S:53]([CH3:43])(=[O:56])=[O:54])[CH2:35]3)=[CH:22][C:23]=2[C:24]2[CH:29]=[CH:28][C:27]([F:30])=[CH:26][C:25]=2[CH3:31])[CH3:17])=[O:15])[CH:6]=[C:7]([C:9]([F:10])([F:11])[F:12])[CH:8]=1. The yield is 0.600. (5) The reactants are [CH3:1][Si:2]([CH3:20])([CH3:19])[CH2:3][CH2:4][S:5]([N:8]1[C:16]2[C:11](=[CH:12][C:13]([CH2:17][OH:18])=[CH:14][CH:15]=2)[CH:10]=[CH:9]1)(=[O:7])=[O:6]. The catalyst is C(Cl)Cl.[O-2].[O-2].[Mn+4]. The product is [CH3:1][Si:2]([CH3:20])([CH3:19])[CH2:3][CH2:4][S:5]([N:8]1[C:16]2[C:11](=[CH:12][C:13]([CH:17]=[O:18])=[CH:14][CH:15]=2)[CH:10]=[CH:9]1)(=[O:7])=[O:6]. The yield is 0.800.